From a dataset of CYP2D6 inhibition data for predicting drug metabolism from PubChem BioAssay. Regression/Classification. Given a drug SMILES string, predict its absorption, distribution, metabolism, or excretion properties. Task type varies by dataset: regression for continuous measurements (e.g., permeability, clearance, half-life) or binary classification for categorical outcomes (e.g., BBB penetration, CYP inhibition). Dataset: cyp2d6_veith. (1) The compound is CCCn1nc2cc(C(=O)NCc3ccc(OC)cc3)ccc2c1OCC. The result is 0 (non-inhibitor). (2) The compound is CC(C)(Oc1ccc(-c2cccc3ccccc23)cc1)C(=O)O. The result is 0 (non-inhibitor). (3) The molecule is COc1ccc2oc(-c3ccc(C)c(NC(=O)CSc4ccc(Cl)cc4)c3)nc2c1. The result is 1 (inhibitor). (4) The drug is COc1ccc(Cl)cc1S(=O)(=O)N1CCN(C(=O)c2cc(OC)c(OC)c(OC)c2)CC1. The result is 0 (non-inhibitor).